From a dataset of Full USPTO retrosynthesis dataset with 1.9M reactions from patents (1976-2016). Predict the reactants needed to synthesize the given product. (1) The reactants are: [CH3:1][C:2]([C:4]1[CH:9]=[CH:8][C:7]([O:10][CH2:11][C:12]2[CH:17]=[CH:16][CH:15]=[CH:14][CH:13]=2)=[CH:6][CH:5]=1)=[O:3].[H-].[Na+].[C:20](OCC)(=[O:26])[C:21]([O:23][CH2:24][CH3:25])=[O:22].Cl. Given the product [OH:26]/[C:20](=[CH:1]\[C:2](=[O:3])[C:4]1[CH:9]=[CH:8][C:7]([O:10][CH2:11][C:12]2[CH:17]=[CH:16][CH:15]=[CH:14][CH:13]=2)=[CH:6][CH:5]=1)/[C:21]([O:23][CH2:24][CH3:25])=[O:22], predict the reactants needed to synthesize it. (2) The reactants are: Br[C:2]1[CH:3]=[CH:4][CH:5]=[C:6]2[C:21]=1[CH:9]1[N:10]([C:14]([O:16][C:17]([CH3:20])([CH3:19])[CH3:18])=[O:15])[C:11](=[O:13])[CH2:12][CH:8]1[CH2:7]2.[C:22]1(C)[CH:27]=CC=C[CH:23]=1. Given the product [CH2:27]([C:2]1[CH:3]=[CH:4][CH:5]=[C:6]2[C:21]=1[CH:9]1[N:10]([C:14]([O:16][C:17]([CH3:18])([CH3:19])[CH3:20])=[O:15])[C:11](=[O:13])[CH2:12][CH:8]1[CH2:7]2)[CH:22]=[CH2:23], predict the reactants needed to synthesize it. (3) Given the product [C:8]1([C@@:7]23[O:14][CH2:25][O:1][C@@H:2]2[CH2:3][N:4]([C:15]([O:17][C:18]([CH3:21])([CH3:20])[CH3:19])=[O:16])[CH2:5][CH2:6]3)[CH:13]=[CH:12][CH:11]=[CH:10][CH:9]=1, predict the reactants needed to synthesize it. The reactants are: [OH:1][C@H:2]1[C@:7]([OH:14])([C:8]2[CH:13]=[CH:12][CH:11]=[CH:10][CH:9]=2)[CH2:6][CH2:5][N:4]([C:15]([O:17][C:18]([CH3:21])([CH3:20])[CH3:19])=[O:16])[CH2:3]1.[H-].[Na+].Br[CH2:25]Br.